This data is from Full USPTO retrosynthesis dataset with 1.9M reactions from patents (1976-2016). The task is: Predict the reactants needed to synthesize the given product. (1) Given the product [Br:29][C:25]1[CH:24]=[C:23]2[C:28](=[CH:27][CH:26]=1)[C:19]([NH:18][C:10](=[O:17])[C:11]1[CH:12]=[CH:13][CH:14]=[CH:15][CH:16]=1)=[N:20][CH:21]=[CH:22]2, predict the reactants needed to synthesize it. The reactants are: [C:10](O[C:10](=[O:17])[C:11]1[CH:16]=[CH:15][CH:14]=[CH:13][CH:12]=1)(=[O:17])[C:11]1[CH:16]=[CH:15][CH:14]=[CH:13][CH:12]=1.[NH2:18][C:19]1[C:28]2[C:23](=[CH:24][C:25]([Br:29])=[CH:26][CH:27]=2)[CH:22]=[CH:21][N:20]=1. (2) Given the product [Br:19][C:8]1[CH:7]=[C:6]2[C:11]([C:2]([CH3:14])([CH3:1])[CH2:3][CH2:4][C:5]2=[O:13])=[CH:10][C:9]=1[CH3:12], predict the reactants needed to synthesize it. The reactants are: [CH3:1][C:2]1([CH3:14])[C:11]2[C:6](=[CH:7][CH:8]=[C:9]([CH3:12])[CH:10]=2)[C:5](=[O:13])[CH2:4][CH2:3]1.[Cl-].[Al+3].[Cl-].[Cl-].[Br:19]Br.Cl. (3) Given the product [Si:10]([O:31][CH2:30][C@@H:28]([C:27]([O:26][CH3:25])=[O:32])[NH2:29])([C:6]([CH3:9])([CH3:8])[CH3:7])([C:18]1[CH:23]=[CH:22][CH:21]=[CH:20][CH:19]=1)[C:12]1[CH:17]=[CH:16][CH:15]=[CH:14][CH:13]=1, predict the reactants needed to synthesize it. The reactants are: N1C=CN=C1.[C:6]([Si:10]([C:18]1[CH:23]=[CH:22][CH:21]=[CH:20][CH:19]=1)([C:12]1[CH:17]=[CH:16][CH:15]=[CH:14][CH:13]=1)Cl)([CH3:9])([CH3:8])[CH3:7].Cl.[CH3:25][O:26][C:27](=[O:32])[CH:28]([CH2:30][OH:31])[NH2:29]. (4) Given the product [Cl:26][C:5]1[CH:6]=[C:7]([C:8]([NH:10][C@H:11]([C:13]2[CH:14]=[CH:15][C:16]([C:17]([OH:19])=[O:18])=[CH:24][CH:25]=2)[CH3:12])=[O:9])[C:2]([O:35][C:30]2[CH:29]=[C:28]([F:27])[CH:33]=[C:32]([F:34])[CH:31]=2)=[N:3][CH:4]=1, predict the reactants needed to synthesize it. The reactants are: Cl[C:2]1[C:7]([C:8]([NH:10][C@H:11]([C:13]2[CH:25]=[CH:24][C:16]([C:17]([O:19]C(C)(C)C)=[O:18])=[CH:15][CH:14]=2)[CH3:12])=[O:9])=[CH:6][C:5]([Cl:26])=[CH:4][N:3]=1.[F:27][C:28]1[CH:29]=[C:30]([OH:35])[CH:31]=[C:32]([F:34])[CH:33]=1. (5) Given the product [F:1][C:2]1[CH:10]=[CH:9][CH:8]=[C:7]([O:11][CH3:12])[C:3]=1[C:4]([Cl:13])=[N:5][OH:6], predict the reactants needed to synthesize it. The reactants are: [F:1][C:2]1[CH:10]=[CH:9][CH:8]=[C:7]([O:11][CH3:12])[C:3]=1[CH:4]=[N:5][OH:6].[Cl:13]N1C(=O)CCC1=O.